Task: Predict the reactants needed to synthesize the given product.. Dataset: Full USPTO retrosynthesis dataset with 1.9M reactions from patents (1976-2016) (1) Given the product [CH2:1]([O:3][C:4](=[O:13])[CH2:5][C:6]1[CH:11]=[CH:10][CH:9]=[C:8]([S:12][CH2:15][C:16](=[O:18])[CH3:17])[CH:7]=1)[CH3:2], predict the reactants needed to synthesize it. The reactants are: [CH2:1]([O:3][C:4](=[O:13])[CH2:5][C:6]1[CH:11]=[CH:10][CH:9]=[C:8]([SH:12])[CH:7]=1)[CH3:2].Cl[CH2:15][C:16](=[O:18])[CH3:17]. (2) The reactants are: [OH-].[Li+].[O:3]=[S:4]1(=[O:41])[C:10]2[CH:11]=[C:12]([O:16][CH:17]([C:23]3[CH:28]=[CH:27][CH:26]=[CH:25][CH:24]=3)[C:18]([O:20]CC)=[O:19])[C:13]([Br:15])=[CH:14][C:9]=2[N:8]([C:29]2[CH:34]=[CH:33][CH:32]=[CH:31][CH:30]=2)[CH2:7][C:6]([CH2:37][CH2:38][CH2:39][CH3:40])([CH2:35][CH3:36])[CH2:5]1. Given the product [O:41]=[S:4]1(=[O:3])[C:10]2[CH:11]=[C:12]([O:16][CH:17]([C:23]3[CH:28]=[CH:27][CH:26]=[CH:25][CH:24]=3)[C:18]([OH:20])=[O:19])[C:13]([Br:15])=[CH:14][C:9]=2[N:8]([C:29]2[CH:34]=[CH:33][CH:32]=[CH:31][CH:30]=2)[CH2:7][C:6]([CH2:37][CH2:38][CH2:39][CH3:40])([CH2:35][CH3:36])[CH2:5]1, predict the reactants needed to synthesize it. (3) The reactants are: [CH2:1]([O:5][CH2:6][CH2:7][O:8][C:9]1[CH:14]=[CH:13][C:12]([C:15]2[CH:16]=[CH:17][C:18]3[NH:24][CH2:23][CH2:22][C:21]([C:25]([NH:27][C:28]4[CH:33]=[CH:32][C:31]([CH:34]([OH:43])[C:35]5[CH:40]=[C:39]([CH3:41])[CH:38]=[CH:37][N+:36]=5[O-:42])=[C:30]([C:44]([F:47])([F:46])[F:45])[CH:29]=4)=[O:26])=[CH:20][C:19]=3[CH:48]=2)=[CH:11][CH:10]=1)[CH2:2][CH2:3][CH3:4].C(=O)(O)[O-].[Na+]. Given the product [CH2:1]([O:5][CH2:6][CH2:7][O:8][C:9]1[CH:10]=[CH:11][C:12]([C:15]2[CH:16]=[CH:17][C:18]3[N:24]([CH2:11][CH:12]([CH3:15])[CH3:13])[CH2:23][CH2:22][C:21]([C:25]([NH:27][C:28]4[CH:33]=[CH:32][C:31]([CH:34]([OH:43])[C:35]5[CH:40]=[C:39]([CH3:41])[CH:38]=[CH:37][N+:36]=5[O-:42])=[C:30]([C:44]([F:47])([F:45])[F:46])[CH:29]=4)=[O:26])=[CH:20][C:19]=3[CH:48]=2)=[CH:13][CH:14]=1)[CH2:2][CH2:3][CH3:4], predict the reactants needed to synthesize it. (4) Given the product [NH2:11][CH:12]([CH2:23][CH2:24][P:25]([O:37][CH3:38])([O:27][C:28]1[CH:33]=[CH:32][CH:31]=[C:30]([N+:34]([O-:36])=[O:35])[CH:29]=1)=[O:26])[C:13]([OH:15])=[O:14], predict the reactants needed to synthesize it. The reactants are: C(OC([NH:11][CH:12]([CH2:23][CH2:24][P:25]([O:37][CH3:38])([O:27][C:28]1[CH:33]=[CH:32][CH:31]=[C:30]([N+:34]([O-:36])=[O:35])[CH:29]=1)=[O:26])[C:13]([O:15]CC1C=CC=CC=1)=[O:14])=O)C1C=CC=CC=1.C1(OC)C=CC=CC=1.[Cl-].[Cl-].[Cl-].[Al+3].O.